This data is from Full USPTO retrosynthesis dataset with 1.9M reactions from patents (1976-2016). The task is: Predict the reactants needed to synthesize the given product. (1) Given the product [Cl:20][C:3]1[C:4]2[C:5](=[N:6][CH:7]=[CH:8][CH:9]=2)[S:1][C:2]=1[NH:10][S:11]([C:14]1[CH:15]=[CH:16][CH:17]=[CH:18][CH:19]=1)(=[O:12])=[O:13], predict the reactants needed to synthesize it. The reactants are: [S:1]1[C:5]2=[N:6][CH:7]=[CH:8][CH:9]=[C:4]2[CH:3]=[C:2]1[NH:10][S:11]([C:14]1[CH:19]=[CH:18][CH:17]=[CH:16][CH:15]=1)(=[O:13])=[O:12].[Cl:20]N1C(=O)CCC1=O.C(OCC)(=O)C. (2) Given the product [Cl:1][C:2]1[CH:10]=[C:9]2[C:5]([C:6]([CH2:18][C:19]([F:22])([F:20])[F:21])=[CH:7][NH:8]2)=[CH:4][CH:3]=1, predict the reactants needed to synthesize it. The reactants are: [Cl:1][C:2]1[CH:10]=[C:9]2[C:5]([C:6]([CH2:18][C:19]([F:22])([F:21])[F:20])=[CH:7][N:8]2C(OC(C)(C)C)=O)=[CH:4][CH:3]=1. (3) The reactants are: [O:1]1[C:5]2([CH2:10][CH2:9][NH:8][CH2:7][CH2:6]2)[O:4][CH2:3][CH2:2]1.C(N(CC)CC)C.[Cl:18][CH2:19][C:20](Cl)=[O:21]. Given the product [Cl:18][CH2:19][C:20]([N:8]1[CH2:9][CH2:10][C:5]2([O:4][CH2:3][CH2:2][O:1]2)[CH2:6][CH2:7]1)=[O:21], predict the reactants needed to synthesize it.